Dataset: Catalyst prediction with 721,799 reactions and 888 catalyst types from USPTO. Task: Predict which catalyst facilitates the given reaction. (1) Reactant: [Si:1]([O:8][C:9]1[CH:10]=[CH:11][C:12]2[CH:18]([CH2:19][CH2:20][O:21][Si](C(C)(C)C)(C)C)[CH:17]([C:29]3[CH:34]=[CH:33][C:32]([O:35][Si:36]([C:39]([CH3:42])([CH3:41])[CH3:40])([CH3:38])[CH3:37])=[CH:31][CH:30]=3)[CH2:16][CH2:15][CH2:14][C:13]=2[CH:43]=1)([C:4]([CH3:7])([CH3:6])[CH3:5])([CH3:3])[CH3:2].C(#N)C.O.O.O.O.O.O.O.[Cl-].[Cl-].[Cl-].[Ce+3]. Product: [Si:1]([O:8][C:9]1[CH:10]=[CH:11][C:12]2[CH:18]([CH2:19][CH2:20][OH:21])[CH:17]([C:29]3[CH:30]=[CH:31][C:32]([O:35][Si:36]([C:39]([CH3:42])([CH3:41])[CH3:40])([CH3:37])[CH3:38])=[CH:33][CH:34]=3)[CH2:16][CH2:15][CH2:14][C:13]=2[CH:43]=1)([C:4]([CH3:6])([CH3:5])[CH3:7])([CH3:3])[CH3:2]. The catalyst class is: 6. (2) Reactant: [OH:1][CH:2]1[C:17](=[O:18])[N:5]2[CH2:6][CH2:7][N:8]([C:10]([O:12][C:13]([CH3:16])([CH3:15])[CH3:14])=[O:11])[CH2:9][CH:4]2[CH2:3]1.C(=O)([O-])[O-].[Cs+].[Cs+].Br[C:26]1[CH:31]=[N:30][C:29]([CH:32]2[CH2:34][CH2:33]2)=[CH:28][N:27]=1. Product: [CH:32]1([C:29]2[N:30]=[CH:31][C:26]([O:1][CH:2]3[C:17](=[O:18])[N:5]4[CH2:6][CH2:7][N:8]([C:10]([O:12][C:13]([CH3:15])([CH3:14])[CH3:16])=[O:11])[CH2:9][CH:4]4[CH2:3]3)=[N:27][CH:28]=2)[CH2:34][CH2:33]1. The catalyst class is: 10. (3) Reactant: [N+:1]([C:4]1[CH:5]=[N:6][C:7]2[C:12]([C:13]=1[NH:14][CH2:15][C:16]1([C:20]([O:22][CH2:23][CH3:24])=[O:21])[CH2:19][CH2:18][CH2:17]1)=[CH:11][CH:10]=[CH:9][CH:8]=2)([O-])=O. Product: [NH2:1][C:4]1[CH:5]=[N:6][C:7]2[C:12]([C:13]=1[NH:14][CH2:15][C:16]1([C:20]([O:22][CH2:23][CH3:24])=[O:21])[CH2:19][CH2:18][CH2:17]1)=[CH:11][CH:10]=[CH:9][CH:8]=2. The catalyst class is: 553. (4) Product: [NH2:1][C:2]1[CH:7]=[CH:6][N:5]([C@@H:8]2[O:9][C@H:10]([CH2:16][O:17][P:29]([NH:38][C@@H:39]([CH3:46])[C:40]([O:42][CH:43]([CH3:45])[CH3:44])=[O:41])([O:28][C:27]3[CH:47]=[CH:48][CH:49]=[CH:50][CH:26]=3)=[O:30])[C@@H:11]([OH:15])[C@@:12]2([Cl:14])[F:13])[C:4](=[O:18])[N:3]=1. The catalyst class is: 49. Reactant: [NH2:1][C:2]1[CH:7]=[CH:6][N:5]([C@H:8]2[C@:12]([Cl:14])([F:13])[C@H:11]([OH:15])[C@@H:10]([CH2:16][OH:17])[O:9]2)[C:4](=[O:18])[N:3]=1.C([Mg]Cl)(C)(C)C.F[C:26]1[C:50](F)=[C:49](F)[C:48](F)=[C:47](F)[C:27]=1[O:28][P:29]([NH:38][C@@H:39]([CH3:46])[C:40]([O:42][CH:43]([CH3:45])[CH3:44])=[O:41])(OC1C=CC=CC=1)=[O:30]. (5) Reactant: [OH-].[Na+].[CH3:3][C:4]1[CH:9]=[CH:8][C:7]([O:10][CH3:11])=[C:6]([N+:12]([O-:14])=[O:13])[CH:5]=1.C1(S[CH2:22][C:23]#[N:24])C=CC=CC=1.Cl. Product: [CH3:11][O:10][C:7]1[C:6]([N+:12]([O-:14])=[O:13])=[CH:5][C:4]([CH3:3])=[C:9]([CH2:22][C:23]#[N:24])[CH:8]=1. The catalyst class is: 16. (6) Reactant: [NH2:1][C:2]1[C:10]([Cl:11])=[N:9][CH:8]=[CH:7][C:3]=1[C:4]([NH2:6])=[O:5].[N:12]1[CH:17]=[CH:16][C:15]([CH:18]=O)=[CH:14][CH:13]=1.S([O-])(O)=O.[Na+].O. Product: [Cl:11][C:10]1[C:2]2[N:1]=[C:18]([C:15]3[CH:16]=[CH:17][N:12]=[CH:13][CH:14]=3)[NH:6][C:4](=[O:5])[C:3]=2[CH:7]=[CH:8][N:9]=1. The catalyst class is: 44. (7) Reactant: [C:1]1([C:7]2[CH:15]=[CH:14][C:10]([C:11](O)=[O:12])=[CH:9][CH:8]=2)[CH:6]=[CH:5][CH:4]=[CH:3][CH:2]=1.C(Cl)(=O)C(Cl)=O.[OH-].[NH4+:23]. Product: [C:1]1([C:7]2[CH:15]=[CH:14][C:10]([C:11]([NH2:23])=[O:12])=[CH:9][CH:8]=2)[CH:6]=[CH:5][CH:4]=[CH:3][CH:2]=1. The catalyst class is: 59.